This data is from Peptide-MHC class I binding affinity with 185,985 pairs from IEDB/IMGT. The task is: Regression. Given a peptide amino acid sequence and an MHC pseudo amino acid sequence, predict their binding affinity value. This is MHC class I binding data. (1) The peptide sequence is QRASNVFDL. The MHC is HLA-A23:01 with pseudo-sequence HLA-A23:01. The binding affinity (normalized) is 0.495. (2) The peptide sequence is VHLLQGGKK. The MHC is HLA-A31:01 with pseudo-sequence HLA-A31:01. The binding affinity (normalized) is 0.0847. (3) The peptide sequence is FIRLRFAFK. The MHC is HLA-B08:01 with pseudo-sequence HLA-B08:01. The binding affinity (normalized) is 0.0847. (4) The peptide sequence is FQAGMRLYF. The MHC is HLA-B73:01 with pseudo-sequence HLA-B73:01. The binding affinity (normalized) is 0.0847. (5) The peptide sequence is TVFFTASLFL. The MHC is HLA-A33:01 with pseudo-sequence HLA-A33:01. The binding affinity (normalized) is 0. (6) The MHC is H-2-Db with pseudo-sequence H-2-Db. The binding affinity (normalized) is 0.662. The peptide sequence is FQPQNDQFI. (7) The peptide sequence is MMMSTAVAF. The MHC is BoLA-D18.4 with pseudo-sequence BoLA-D18.4. The binding affinity (normalized) is 0.763. (8) The peptide sequence is YIIRVTTEL. The MHC is HLA-A02:01 with pseudo-sequence HLA-A02:01. The binding affinity (normalized) is 0.668.